Dataset: Full USPTO retrosynthesis dataset with 1.9M reactions from patents (1976-2016). Task: Predict the reactants needed to synthesize the given product. (1) Given the product [C:1]([C:4]1[CH:9]=[CH:8][C:7]([C:10]2[N:15]=[C:14]([NH2:16])[N:13]=[C:12]([N:17]3[C@H:22]([CH3:23])[CH2:21][CH2:20][C@H:19]([C:24]([NH:68][CH2:61][C:62]4[CH:67]=[CH:66][CH:65]=[CH:64][CH:63]=4)=[O:26])[CH2:18]3)[CH:11]=2)=[CH:6][C:5]=1[F:27])(=[O:3])[CH3:2], predict the reactants needed to synthesize it. The reactants are: [C:1]([C:4]1[CH:9]=[CH:8][C:7]([C:10]2[N:15]=[C:14]([NH2:16])[N:13]=[C:12]([N:17]3[C@H:22]([CH3:23])[CH2:21][CH2:20][C@H:19]([C:24]([OH:26])=O)[CH2:18]3)[CH:11]=2)=[CH:6][C:5]=1[F:27])(=[O:3])[CH3:2].CN(C(ON1N=NC2C=CC=NC1=2)=[N+](C)C)C.F[P-](F)(F)(F)(F)F.CCN(C(C)C)C(C)C.[CH2:61]([NH2:68])[C:62]1[CH:67]=[CH:66][CH:65]=[CH:64][CH:63]=1. (2) Given the product [NH2:1][C:4]1[CH:5]=[C:6]([NH:10][S:11]([CH3:14])(=[O:13])=[O:12])[CH:7]=[CH:8][CH:9]=1, predict the reactants needed to synthesize it. The reactants are: [N+:1]([C:4]1[CH:5]=[C:6]([NH:10][S:11]([CH3:14])(=[O:13])=[O:12])[CH:7]=[CH:8][CH:9]=1)([O-])=O.[Cl-].[NH4+].O. (3) The reactants are: [CH2:1]([NH:3][C:4]([NH:6][C:7]1[S:8][C:9]2[C:46](=[O:47])[CH2:45][CH2:44][CH2:43][C:10]=2[C:11]=1[C:12]([N:14]1[CH2:19][CH2:18][CH:17]([N:20]2[CH2:32][C:24]3([C:28](=[O:29])[O:27][C:26]([CH3:31])([CH3:30])[CH2:25]3)[N:23](C(OCC3C=CC=CC=3)=O)[CH2:22][CH2:21]2)[CH2:16][CH2:15]1)=[O:13])=[O:5])[CH3:2].C(=O)([O-])O.[Na+]. Given the product [CH3:31][C:26]1([CH3:30])[CH2:25][C:24]2([CH2:32][N:20]([CH:17]3[CH2:16][CH2:15][N:14]([C:12]([C:11]4[C:10]5[CH2:43][CH2:44][CH2:45][C:46](=[O:47])[C:9]=5[S:8][C:7]=4[NH:6][C:4]([NH:3][CH2:1][CH3:2])=[O:5])=[O:13])[CH2:19][CH2:18]3)[CH2:21][CH2:22][NH:23]2)[C:28](=[O:29])[O:27]1, predict the reactants needed to synthesize it. (4) Given the product [Cl:1][C:2]1[C:3]([O:24][CH3:29])=[C:4]([C:19](=[O:23])[CH:20]([CH3:21])[CH3:22])[CH:5]=[C:6]([OH:8])[CH:7]=1, predict the reactants needed to synthesize it. The reactants are: [Cl:1][C:2]1[C:3]([OH:24])=[C:4]([C:19](=[O:23])[CH:20]([CH3:22])[CH3:21])[CH:5]=[C:6]([O:8][Si](C(C)C)(C(C)C)C(C)C)[CH:7]=1.S(OC)(O[CH3:29])(=O)=O.[OH-].[Na+]. (5) Given the product [I:5][C:6]1[CH:14]=[CH:13][C:9]([C:10]([C:18]2[CH:19]=[CH:20][C:15]([O:21][CH3:22])=[CH:16][CH:17]=2)=[O:11])=[CH:8][CH:7]=1, predict the reactants needed to synthesize it. The reactants are: [Cl-].[Al+3].[Cl-].[Cl-].[I:5][C:6]1[CH:14]=[CH:13][C:9]([C:10](Cl)=[O:11])=[CH:8][CH:7]=1.[C:15]1([O:21][CH3:22])[CH:20]=[CH:19][CH:18]=[CH:17][CH:16]=1.